This data is from HIV replication inhibition screening data with 41,000+ compounds from the AIDS Antiviral Screen. The task is: Binary Classification. Given a drug SMILES string, predict its activity (active/inactive) in a high-throughput screening assay against a specified biological target. (1) The molecule is CCn1cc(C(=O)O)c(=O)c2ccc(-c3ccncc3)cc21. The result is 0 (inactive). (2) The drug is CN(C)c1cc2c3c(c1)CCCN3CCC2. The result is 0 (inactive).